From a dataset of Full USPTO retrosynthesis dataset with 1.9M reactions from patents (1976-2016). Predict the reactants needed to synthesize the given product. Given the product [Cl:36][C:28]1[CH:29]2[O:30][C:31]([CH3:35])([CH3:34])[O:32][CH:33]2[C:26]([CH2:25][OH:24])([OH:37])[CH:27]=1, predict the reactants needed to synthesize it. The reactants are: [F-].C([N+](CCCC)(CCCC)CCCC)CCC.C([SiH2][O:24][C:25](C)(C)[C:26]1([OH:37])[CH:33]2[CH:29]([O:30][C:31]([CH3:35])([CH3:34])[O:32]2)[C:28]([Cl:36])=[CH:27]1)(C)(C)C.CCCCCC.